From a dataset of Peptide-MHC class I binding affinity with 185,985 pairs from IEDB/IMGT. Regression. Given a peptide amino acid sequence and an MHC pseudo amino acid sequence, predict their binding affinity value. This is MHC class I binding data. (1) The MHC is HLA-A03:01 with pseudo-sequence HLA-A03:01. The binding affinity (normalized) is 0.621. The peptide sequence is ALNDTWKIEK. (2) The peptide sequence is ISKKAKGWF. The MHC is HLA-B46:01 with pseudo-sequence HLA-B46:01. The binding affinity (normalized) is 0.0542. (3) The peptide sequence is SLVAIHLAC. The MHC is HLA-B46:01 with pseudo-sequence HLA-B46:01. The binding affinity (normalized) is 0.0847. (4) The peptide sequence is TGYVATRW. The MHC is H-2-Dd with pseudo-sequence H-2-Dd. The binding affinity (normalized) is 0. (5) The peptide sequence is LVASSGTLEFI. The MHC is HLA-A02:02 with pseudo-sequence HLA-A02:02. The binding affinity (normalized) is 0.535. (6) The peptide sequence is YLLPRRGPRL. The MHC is HLA-A02:01 with pseudo-sequence HLA-A02:01. The binding affinity (normalized) is 0.580.